This data is from Catalyst prediction with 721,799 reactions and 888 catalyst types from USPTO. The task is: Predict which catalyst facilitates the given reaction. Reactant: O.[NH2:2][NH2:3].Cl[CH2:5][CH2:6][CH2:7][N:8]([C:18]1[CH:23]=[CH:22][C:21]([F:24])=[CH:20][CH:19]=1)[C:9](=O)[O:10]C1C=CC=CC=1. Product: [NH2:2][N:3]1[CH2:5][CH2:6][CH2:7][N:8]([C:18]2[CH:23]=[CH:22][C:21]([F:24])=[CH:20][CH:19]=2)[C:9]1=[O:10]. The catalyst class is: 8.